From a dataset of Full USPTO retrosynthesis dataset with 1.9M reactions from patents (1976-2016). Predict the reactants needed to synthesize the given product. The reactants are: [Si]([O:8][CH2:9][C:10]1[N:14]2[CH2:15][C:16]3([C:31]4[CH:36]=[CH:35][C:34]([Cl:37])=[CH:33][CH:32]=4)[N:22]([C:23]([C:25]4[C:26]([CH3:30])=[N:27][O:28][CH:29]=4)=[O:24])[CH2:21][CH2:20][N:17]3[C:18](=[O:19])[C:13]2=[CH:12][CH:11]=1)(C(C)(C)C)(C)C.C(Cl)Cl. Given the product [Cl:37][C:34]1[CH:33]=[CH:32][C:31]([C:16]23[N:22]([C:23]([C:25]4[C:26]([CH3:30])=[N:27][O:28][CH:29]=4)=[O:24])[CH2:21][CH2:20][N:17]2[C:18](=[O:19])[C:13]2[N:14]([C:10]([CH2:9][OH:8])=[CH:11][CH:12]=2)[CH2:15]3)=[CH:36][CH:35]=1, predict the reactants needed to synthesize it.